Predict which catalyst facilitates the given reaction. From a dataset of Catalyst prediction with 721,799 reactions and 888 catalyst types from USPTO. (1) Reactant: [H-].[Na+].[C:3]([CH2:8][C:9]([O:11][CH2:12][CH3:13])=[O:10])(=[O:7])[CH2:4][CH2:5][CH3:6].Br[CH2:15][C:16]1[CH:21]=[CH:20][C:19]([C:22]2[C:23]([C:28]#[N:29])=[CH:24][CH:25]=[CH:26][CH:27]=2)=[C:18]([Cl:30])[CH:17]=1.Cl. Product: [Cl:30][C:18]1[CH:17]=[C:16]([CH2:15][CH:8]([C:3](=[O:7])[CH2:4][CH2:5][CH3:6])[C:9]([O:11][CH2:12][CH3:13])=[O:10])[CH:21]=[CH:20][C:19]=1[C:22]1[CH:27]=[CH:26][CH:25]=[CH:24][C:23]=1[C:28]#[N:29]. The catalyst class is: 7. (2) Reactant: [Br:1][C:2]1[CH:7]=[CH:6][C:5]([S:8](Cl)(=[O:10])=[O:9])=[C:4]([O:12][CH3:13])[CH:3]=1.BrC1C=C(OC)C=CC=1S(Cl)(=O)=O.CCN(CC)CC.[NH2:34][C@H:35]1[CH2:40][CH2:39][C@H:38]([OH:41])[CH2:37][CH2:36]1. Product: [Br:1][C:2]1[CH:7]=[CH:6][C:5]([S:8]([NH:34][C@H:35]2[CH2:40][CH2:39][C@H:38]([OH:41])[CH2:37][CH2:36]2)(=[O:10])=[O:9])=[C:4]([O:12][CH3:13])[CH:3]=1. The catalyst class is: 1. (3) Reactant: Cl.[NH2:2][OH:3].[C:4]([C:6]1[C:16]2[CH2:15][CH2:14][N:13]([C:17]([O:19][C:20]([CH3:23])([CH3:22])[CH3:21])=[O:18])[CH2:12][CH2:11][C:10]=2[CH:9]=[CH:8][CH:7]=1)#[N:5].C(=O)([O-])O.[Na+]. Product: [OH:3][NH:2][C:4](=[NH:5])[C:6]1[C:16]2[CH2:15][CH2:14][N:13]([C:17]([O:19][C:20]([CH3:22])([CH3:21])[CH3:23])=[O:18])[CH2:12][CH2:11][C:10]=2[CH:9]=[CH:8][CH:7]=1. The catalyst class is: 8.